Regression. Given a peptide amino acid sequence and an MHC pseudo amino acid sequence, predict their binding affinity value. This is MHC class II binding data. From a dataset of Peptide-MHC class II binding affinity with 134,281 pairs from IEDB. (1) The peptide sequence is GAGKTRRFLPQILAEHHHHHH. The MHC is DRB1_0701 with pseudo-sequence DRB1_0701. The binding affinity (normalized) is 0.655. (2) The peptide sequence is GELQYVDKIDAAFKI. The MHC is DRB1_0802 with pseudo-sequence DRB1_0802. The binding affinity (normalized) is 0.533. (3) The MHC is DRB1_1101 with pseudo-sequence DRB1_1101. The binding affinity (normalized) is 0.186. The peptide sequence is MVVERLGDYLVEQGM.